From a dataset of Full USPTO retrosynthesis dataset with 1.9M reactions from patents (1976-2016). Predict the reactants needed to synthesize the given product. (1) Given the product [NH:1]([C:2]1[CH:3]=[C:4]([C:8]2[N:9]=[C:10]([S:13][CH2:14][C:15]([NH:17][CH2:18][C@@H:19]3[O:24][CH2:23][CH2:22][N:21]([CH2:25][C:26]4[CH:31]=[CH:30][C:29]([Cl:32])=[C:28]([Cl:33])[CH:27]=4)[CH2:20]3)=[O:16])[S:11][CH:12]=2)[CH:5]=[CH:6][CH:7]=1)[C:34]([CH3:35])=[O:36], predict the reactants needed to synthesize it. The reactants are: [NH2:1][C:2]1[CH:3]=[C:4]([C:8]2[N:9]=[C:10]([S:13][CH2:14][C:15]([NH:17][CH2:18][C@@H:19]3[O:24][CH2:23][CH2:22][N:21]([CH2:25][C:26]4[CH:31]=[CH:30][C:29]([Cl:32])=[C:28]([Cl:33])[CH:27]=4)[CH2:20]3)=[O:16])[S:11][CH:12]=2)[CH:5]=[CH:6][CH:7]=1.[C:34](OC(=O)C)(=[O:36])[CH3:35].O. (2) The reactants are: [F:1][C:2]1[CH:3]=[CH:4][C:5]2[N:6]([CH:8]=[C:9]([C:11]3[CH:12]=[C:13]([C:17]([OH:20])([CH3:19])[CH3:18])[CH:14]=[N:15][CH:16]=3)[N:10]=2)[CH:7]=1.[Cl:21]N1C(=O)CCC1=O. Given the product [Cl:21][C:8]1[N:6]2[CH:7]=[C:2]([F:1])[CH:3]=[CH:4][C:5]2=[N:10][C:9]=1[C:11]1[CH:12]=[C:13]([C:17]([OH:20])([CH3:18])[CH3:19])[CH:14]=[N:15][CH:16]=1, predict the reactants needed to synthesize it. (3) Given the product [CH3:1][O:2][C:3]1[CH:4]=[C:5]2[C:10](=[CH:11][C:12]=1[O:13][CH3:14])[N:9]=[CH:8][N:7]=[C:6]2[N:15]1[CH2:16][CH2:17][CH:18]([O:21][C:32](=[O:33])[NH:31][C:28]2[CH:29]=[CH:30][C:25]([CH:22]([CH3:23])[CH3:24])=[CH:26][CH:27]=2)[CH2:19][CH2:20]1, predict the reactants needed to synthesize it. The reactants are: [CH3:1][O:2][C:3]1[CH:4]=[C:5]2[C:10](=[CH:11][C:12]=1[O:13][CH3:14])[N:9]=[CH:8][N:7]=[C:6]2[N:15]1[CH2:20][CH2:19][CH:18]([OH:21])[CH2:17][CH2:16]1.[CH:22]([C:25]1[CH:30]=[CH:29][C:28]([N:31]=[C:32]=[O:33])=[CH:27][CH:26]=1)([CH3:24])[CH3:23].ClC(Cl)C.